This data is from M1 muscarinic receptor agonist screen with 61,833 compounds. The task is: Binary Classification. Given a drug SMILES string, predict its activity (active/inactive) in a high-throughput screening assay against a specified biological target. (1) The drug is O1CCN(CC1)C(=O)N(Cc1cc2c([nH]c1=O)ccc(c2)C)Cc1ccc(cc1)C. The result is 0 (inactive). (2) The molecule is O=C1N(C2CCCCC2)CC(C1)C(=O)NCc1cccnc1. The result is 0 (inactive). (3) The molecule is O(CC(=O)N(Cc1ccccc1)c1ncccc1)C. The result is 0 (inactive). (4) The molecule is O=C(N1CCCc2c1cccc2)c1ccc(OC(C)C)cc1. The result is 0 (inactive).